This data is from Forward reaction prediction with 1.9M reactions from USPTO patents (1976-2016). The task is: Predict the product of the given reaction. Given the reactants Br[CH2:2][C:3]1[N:4]([CH3:22])[C:5](=[O:21])[C:6]2[C:11]([C:12]=1[C:13]1[CH:18]=[CH:17][CH:16]=[CH:15][CH:14]=1)=[CH:10][C:9]([O:19][CH3:20])=[CH:8][CH:7]=2.[OH:23][CH2:24][CH2:25][SH:26].C(=O)([O-])[O-].[Cs+].[Cs+], predict the reaction product. The product is: [OH:23][CH2:24][CH2:25][S:26][CH2:2][C:3]1[N:4]([CH3:22])[C:5](=[O:21])[C:6]2[C:11]([C:12]=1[C:13]1[CH:18]=[CH:17][CH:16]=[CH:15][CH:14]=1)=[CH:10][C:9]([O:19][CH3:20])=[CH:8][CH:7]=2.